From a dataset of Reaction yield outcomes from USPTO patents with 853,638 reactions. Predict the reaction yield, written as a fraction of the theoretical maximum amount of product (1.0 means a 100% yield; for example, 0.34 means a 34% yield). (1) The reactants are [F:1][C:2]([F:21])([F:20])[C:3]1[CH:4]=[C:5]([CH:17]=[CH:18][CH:19]=1)[O:6][C:7]1[CH:12]=[CH:11][C:10]([CH:13]=[CH:14][C:15]#[N:16])=[CH:9][CH:8]=1.[BH4-].[Na+]. The catalyst is C(O)C. The product is [F:1][C:2]([F:20])([F:21])[C:3]1[CH:4]=[C:5]([CH:17]=[CH:18][CH:19]=1)[O:6][C:7]1[CH:8]=[CH:9][C:10]([CH2:13][CH2:14][C:15]#[N:16])=[CH:11][CH:12]=1. The yield is 0.800. (2) The reactants are [CH3:1][O:2][C:3]1[CH:4]=[C:5](/[CH:15]=[CH:16]/[C:17]([N:19]2[CH2:23][CH:22]([C:24]3[CH:29]=[CH:28][CH:27]=[CH:26][CH:25]=3)[CH:21]([CH:30]=O)[CH2:20]2)=[O:18])[CH:6]=[CH:7][C:8]=1[N:9]1[CH:13]=[C:12]([CH3:14])[N:11]=[CH:10]1.Cl.[NH2:33][OH:34].C([O-])(=O)C.[Na+].O.C(=O)(O)[O-].[Na+]. The catalyst is C(OCC)(=O)C.C(O)C. The product is [CH3:1][O:2][C:3]1[CH:4]=[C:5]([CH:15]=[CH:16][C:17]([N:19]2[CH2:23][CH:22]([C:24]3[CH:25]=[CH:26][CH:27]=[CH:28][CH:29]=3)[CH:21](/[CH:30]=[N:33]/[OH:34])[CH2:20]2)=[O:18])[CH:6]=[CH:7][C:8]=1[N:9]1[CH:13]=[C:12]([CH3:14])[N:11]=[CH:10]1. The yield is 0.460. (3) The reactants are CN.O=C1C2C(=CC=CC=2)[C:6](=[O:13])[N:5]1[CH:14]1[CH2:19][CH2:18][CH:17]([O:20][C:21]2[CH:28]=[CH:27][C:24]([C:25]#[N:26])=[C:23]([F:29])[CH:22]=2)[CH2:16][CH2:15]1.C(OC([O:32][C:33]([CH3:36])([CH3:35])[CH3:34])=O)([O:32][C:33]([CH3:36])([CH3:35])[CH3:34])=O. The catalyst is C(O)C.O1CCCC1. The product is [C:25]([C:24]1[CH:27]=[CH:28][C:21]([O:20][CH:17]2[CH2:16][CH2:15][CH:14]([NH:5][C:6](=[O:13])[O:32][C:33]([CH3:36])([CH3:35])[CH3:34])[CH2:19][CH2:18]2)=[CH:22][C:23]=1[F:29])#[N:26]. The yield is 0.680.